Dataset: Reaction yield outcomes from USPTO patents with 853,638 reactions. Task: Predict the reaction yield, written as a fraction of the theoretical maximum amount of product (1.0 means a 100% yield; for example, 0.34 means a 34% yield). (1) The reactants are [CH3:1][CH:2]([CH3:14])[CH:3](O)[CH2:4][CH2:5][NH:6][C:7]1[CH:12]=[CH:11][CH:10]=[CH:9][CH:8]=1.[OH-].[Na+]. The catalyst is OS(O)(=O)=O. The product is [CH3:1][C:2]1([CH3:14])[CH2:3][CH2:4][CH2:5][NH:6][C:7]2[CH:12]=[CH:11][CH:10]=[CH:9][C:8]1=2. The yield is 0.0800. (2) The reactants are [N:1]([O-:3])=O.[Na+].[CH2:5]([O:7][C:8](=[O:13])[CH2:9][C:10]([CH3:12])=[O:11])[CH3:6]. The catalyst is O.C(O)(=O)C. The product is [CH2:5]([O:7][C:8](=[O:13])[C:9](=[N:1][OH:3])[C:10](=[O:11])[CH3:12])[CH3:6]. The yield is 0.980.